From a dataset of Catalyst prediction with 721,799 reactions and 888 catalyst types from USPTO. Predict which catalyst facilitates the given reaction. (1) Product: [CH3:17][C:18]1[C:23]([C:2]2[S:3][C:4]3[CH:10]=[C:9]([CH2:11][C:12]([O:14][CH2:15][CH3:16])=[O:13])[CH:8]=[CH:7][C:5]=3[N:6]=2)=[CH:22][CH:21]=[CH:20][N:19]=1. The catalyst class is: 117. Reactant: Br[C:2]1[S:3][C:4]2[CH:10]=[C:9]([CH2:11][C:12]([O:14][CH2:15][CH3:16])=[O:13])[CH:8]=[CH:7][C:5]=2[N:6]=1.[CH3:17][C:18]1[C:23](B(O)O)=[CH:22][CH:21]=[CH:20][N:19]=1.C([O-])([O-])=O.[K+].[K+]. (2) Reactant: [CH3:1][C:2]([Si:5]([CH3:31])([CH3:30])[O:6][CH2:7][C@@H:8]([NH:18][C:19]1[C:24]([N+:25]([O-])=O)=[CH:23][CH:22]=[C:21]([O:28][CH3:29])[N:20]=1)[CH2:9][O:10][CH2:11][C:12]1[CH:17]=[CH:16][CH:15]=[CH:14][CH:13]=1)([CH3:4])[CH3:3].C(O)(=O)C. Product: [CH3:4][C:2]([Si:5]([CH3:30])([CH3:31])[O:6][CH2:7][C@@H:8]([NH:18][C:19]1[C:24]([NH2:25])=[CH:23][CH:22]=[C:21]([O:28][CH3:29])[N:20]=1)[CH2:9][O:10][CH2:11][C:12]1[CH:17]=[CH:16][CH:15]=[CH:14][CH:13]=1)([CH3:1])[CH3:3]. The catalyst class is: 284. (3) Reactant: C([O:4][CH2:5][CH:6]1[CH2:14][C:13]2[C:8](=[CH:9][C:10]([N+:19]([O-:21])=[O:20])=[C:11]([NH:15]C(=O)C)[CH:12]=2)[CH2:7]1)(=O)C.Cl. Product: [NH2:15][C:11]1[CH:12]=[C:13]2[C:8](=[CH:9][C:10]=1[N+:19]([O-:21])=[O:20])[CH2:7][CH:6]([CH2:5][OH:4])[CH2:14]2. The catalyst class is: 5. (4) Reactant: [F:1][C:2]1[CH:3]=[C:4]([N:9]2[C:14](=[O:15])[C:13]([CH2:16][C:17]3[CH:22]=[CH:21][C:20]([C:23]4[C:24]([C:29]#[N:30])=[CH:25][CH:26]=[CH:27][CH:28]=4)=[CH:19][CH:18]=3)=[C:12]([CH2:31][CH2:32][CH3:33])[N:11]=[C:10]2[CH3:34])[CH:5]=[CH:6][C:7]=1[OH:8].Br[CH:36]1[CH2:38][CH2:37]1.C(=O)([O-])[O-].[Cs+].[Cs+].C(OCC)(=O)C. Product: [CH:36]1([O:8][C:7]2[CH:6]=[CH:5][C:4]([N:9]3[C:14](=[O:15])[C:13]([CH2:16][C:17]4[CH:22]=[CH:21][C:20]([C:23]5[C:24]([C:29]#[N:30])=[CH:25][CH:26]=[CH:27][CH:28]=5)=[CH:19][CH:18]=4)=[C:12]([CH2:31][CH2:32][CH3:33])[N:11]=[C:10]3[CH3:34])=[CH:3][C:2]=2[F:1])[CH2:38][CH2:37]1. The catalyst class is: 35. (5) Reactant: [CH2:1]([C:3]1[CH:4]=[CH:5][CH:6]=[C:7]2[C:12]=1[C:11]([CH2:13][CH:14]([NH2:17])[CH2:15][NH2:16])=[CH:10][CH:9]=[CH:8]2)[CH3:2].[C:18](O)(=O)C.C(N)=N. Product: [CH2:1]([C:3]1[CH:4]=[CH:5][CH:6]=[C:7]2[C:12]=1[C:11]([CH2:13][CH:14]1[CH2:15][NH:16][CH:18]=[N:17]1)=[CH:10][CH:9]=[CH:8]2)[CH3:2]. The catalyst class is: 14. (6) Reactant: [NH2:1][C:2]1[CH:7]=[CH:6][C:5]([C:8]2[CH:13]=[CH:12][C:11]([S:14]([N:17]3[CH:21]([C:22]([OH:24])=[O:23])[CH2:20][CH:19]4[CH2:25][CH2:26][CH2:27][CH:18]34)(=[O:16])=[O:15])=[CH:10][CH:9]=2)=[CH:4][CH:3]=1.N1C=CC=CC=1.[CH3:34][S:35](Cl)(=[O:37])=[O:36]. Product: [CH3:34][S:35]([NH:1][C:2]1[CH:7]=[CH:6][C:5]([C:8]2[CH:9]=[CH:10][C:11]([S:14]([N:17]3[CH:21]([C:22]([OH:24])=[O:23])[CH2:20][CH:19]4[CH2:25][CH2:26][CH2:27][CH:18]34)(=[O:16])=[O:15])=[CH:12][CH:13]=2)=[CH:4][CH:3]=1)(=[O:37])=[O:36]. The catalyst class is: 3. (7) The catalyst class is: 6. Reactant: [S:1]([O-:5])([O-:4])(=[O:3])=[O:2].[Al+3:6].[S:7]([O-:11])([O-:10])(=[O:9])=[O:8].[S:12]([O-:16])([O-:15])(=[O:14])=[O:13].[Al+3].[C:18](=[O:21])([O-:20])[O-:19].[Na+:22].[Na+]. Product: [S:1]([O-:5])([O-:4])(=[O:3])=[O:2].[Al+3:6].[S:7]([O-:11])([O-:10])(=[O:9])=[O:8].[S:12]([O-:16])([O-:15])(=[O:14])=[O:13].[Al+3:6].[C:18](=[O:19])([O-:21])[O-:20].[Na+:22].[Na+:22].